This data is from NCI-60 drug combinations with 297,098 pairs across 59 cell lines. The task is: Regression. Given two drug SMILES strings and cell line genomic features, predict the synergy score measuring deviation from expected non-interaction effect. (1) Drug 1: COC1=CC(=CC(=C1O)OC)C2C3C(COC3=O)C(C4=CC5=C(C=C24)OCO5)OC6C(C(C7C(O6)COC(O7)C8=CC=CS8)O)O. Drug 2: CN(C)N=NC1=C(NC=N1)C(=O)N. Cell line: CCRF-CEM. Synergy scores: CSS=37.3, Synergy_ZIP=-8.61, Synergy_Bliss=-13.3, Synergy_Loewe=-22.8, Synergy_HSA=-8.43. (2) Drug 1: C1C(C(OC1N2C=NC3=C(N=C(N=C32)Cl)N)CO)O. Drug 2: CC(C)(C#N)C1=CC(=CC(=C1)CN2C=NC=N2)C(C)(C)C#N. Cell line: LOX IMVI. Synergy scores: CSS=11.3, Synergy_ZIP=-8.08, Synergy_Bliss=-0.928, Synergy_Loewe=-9.79, Synergy_HSA=-3.65.